From a dataset of Experimentally validated miRNA-target interactions with 360,000+ pairs, plus equal number of negative samples. Binary Classification. Given a miRNA mature sequence and a target amino acid sequence, predict their likelihood of interaction. (1) The miRNA is hsa-miR-6740-5p with sequence AGUUUGGGAUGGAGAGAGGAGA. The protein sequence of the target gene is MAEKFESLMNIHGFDLGSRYMDLKPLGCGGNGLVFSAVDNDCDKRVAIKKIVLTDPQSVKHALREIKIIRRLDHDNIVKVFEILGPSGSQLTDDVGSLTELNSVYIVQEYMETDLANVLEQGPLLEEHARLFMYQLLRGLKYIHSANVLHRDLKPANLFINTEDLVLKIGDFGLARIMDPHYSHKGHLSEGLVTKWYRSPRLLLSPNNYTKAIDMWAAGCIFAEMLTGKTLFAGAHELEQMQLILDSIPVVHEEDRQELLSVIPVYIRNDMTEPHRPLTQLLPGISREALDFLEQILTFS.... Result: 0 (no interaction). (2) The miRNA is hsa-miR-3143 with sequence AUAACAUUGUAAAGCGCUUCUUUCG. The protein sequence of the target gene is MPKPHSEAGTAFIQTQQLHAAMADTFLEHMCRLDIDSAPITARNTGIICTIGPASRSVEMLKEMIKSGMNVARLNFSHGTHEYHAETIKNVREATESFASDPILYRPVAVALDTKGPEIRTGLIKGSGTAEVELKKGATLKITLDNAYMEKCDENILWLDYKNICKVVEVGSKIYVDDGLISLQVKEKGADFLVTEVENGGSLGSKKGVNLPGAAVDLPAVSEKDIQDLKFGVEQDVDMVFASFIRKAADVHEVRKVLGEKGKNIKIISKIENHEGVRRFDEILEASDGIMVARGDLGIE.... Result: 0 (no interaction). (3) The miRNA is hsa-miR-4258 with sequence CCCCGCCACCGCCUUGG. The protein sequence of the target gene is MEFPGGNDNYLTITGPSHPFLSGAETFHTPSLGDEEFEIPPISLDSDPSLAVSDVVGHFDDLADPSSSQDGSFSAQYGVQTLDMPVGMTHGLMEQGGGLLSGGLTMDLDHSIGTQYSANPPVTIDVPMTDMTSGLMGHSQLTTIDQSELSSQLGLSLGGGTILPPAQSPEDRLSTTPSPTSSLHEDGVEDFRRQLPSQKTVVVEAGKKQKAPKKRKKKDPNEPQKPVSAYALFFRDTQAAIKGQNPNATFGEVSKIVASMWDSLGEEQKQVYKRKTEAAKKEYLKALAAYKDNQECQATV.... Result: 0 (no interaction). (4) The miRNA is hsa-miR-4762-3p with sequence CUUCUGAUCAAGAUUUGUGGUG. The protein sequence of the target gene is MTDSVIYSMLELPTATQAQNDYGPQQKSSSSRPSCSCLVAIALGLLTAVLLSVLLYQWILCQGSNYSTCASCPSCPDRWMKYGNHCYYFSVEEKDWNSSLEFCLARDSHLLVITDNQEMSLLQVFLSEAFCWIGLRNNSGWRWEDGSPLNFSRISSNSFVQTCGAINKNGLQASSCEVPLHWVCKKCPFADQALF. Result: 0 (no interaction). (5) The miRNA is rno-miR-99a-5p with sequence AACCCGUAGAUCCGAUCUUGUG. The protein sequence of the target gene is MALLPVLFLVTVLLPSLPAEGKDPAFTALLTTQLQVQREIVNKHNELRKAVSPPASNMLKMEWSREVTTNAQRWANKCTLQHSDPEDRKTSTRCGENLYMSSDPTSWSSAIQSWYDEILDFVYGVGPKSPNAVVGHYTQLVWYSTYQVGCGIAYCPNQDSLKYYYVCQYCPAGNNMNRKNTPYQQGTPCAGCPDDCDKGLCTNSCQYQDLLSNCDSLKNTAGCEHELLKEKCKATCLCENKIY. Result: 0 (no interaction).